From a dataset of Catalyst prediction with 721,799 reactions and 888 catalyst types from USPTO. Predict which catalyst facilitates the given reaction. (1) Reactant: C(N(CC)CC)C.[C:8](OC(=O)C)(=[O:10])[CH3:9].[CH3:15][O:16][CH2:17][O:18][C:19]1[CH:24]=[C:23]([O:25][CH2:26][O:27][CH3:28])[CH:22]=[CH:21][C:20]=1[CH:29]1[CH2:34][CH2:33][CH2:32][CH:31]([NH2:35])[CH2:30]1. Product: [CH3:15][O:16][CH2:17][O:18][C:19]1[CH:24]=[C:23]([O:25][CH2:26][O:27][CH3:28])[CH:22]=[CH:21][C:20]=1[CH:29]1[CH2:34][CH2:33][CH2:32][CH:31]([NH:35][C:8](=[O:10])[CH3:9])[CH2:30]1. The catalyst class is: 26. (2) Reactant: [F:1][C:2]1[CH:7]=[CH:6][CH:5]=[CH:4][C:3]=1[C:8]1[CH:13]=[CH:12][C:11]([C:14]([O:16]C)=[O:15])=[CH:10][C:9]=1[CH2:18][O:19][CH3:20].CO.O.O.[OH-].[Li+]. Product: [F:1][C:2]1[CH:7]=[CH:6][CH:5]=[CH:4][C:3]=1[C:8]1[CH:13]=[CH:12][C:11]([C:14]([OH:16])=[O:15])=[CH:10][C:9]=1[CH2:18][O:19][CH3:20]. The catalyst class is: 1.